Predict the reaction yield, written as a fraction of the theoretical maximum amount of product (1.0 means a 100% yield; for example, 0.34 means a 34% yield). From a dataset of Reaction yield outcomes from USPTO patents with 853,638 reactions. (1) The reactants are [F:1][C:2]([F:29])([C:15]1[CH:16]=[C:17]2[C:22](=[CH:23][CH:24]=1)[C:21]([CH3:26])([CH3:25])[CH2:20][CH2:19][C:18]2([CH3:28])[CH3:27])[C:3]([NH:5][C:6]1[CH:7]=[C:8]([CH:12]=[CH:13][CH:14]=1)[C:9](O)=[O:10])=[O:4].Cl.[NH2:31][OH:32].O.CCN(CC)CC. The catalyst is O=S(Cl)Cl.CN(C=O)C.C1COCC1. The product is [F:29][C:2]([F:1])([C:15]1[CH:16]=[C:17]2[C:22]([C:21]([CH3:25])([CH3:26])[CH2:20][CH2:19][C:18]2([CH3:27])[CH3:28])=[CH:23][CH:24]=1)[C:3]([NH:5][C:6]1[CH:7]=[C:8]([CH:12]=[CH:13][CH:14]=1)[C:9]([NH:31][OH:32])=[O:10])=[O:4]. The yield is 0.100. (2) The reactants are [N+:1]([C:4]1[CH:13]=[CH:12][C:7](/[CH:8]=[CH:9]/[CH2:10]Cl)=[CH:6][CH:5]=1)([O-:3])=[O:2].[NH2:14][C:15]1[CH:20]=[CH:19][CH:18]=[CH:17][C:16]=1[SH:21].C(=O)([O-])[O-].[Na+].[Na+]. The catalyst is CN(C=O)C. The product is [N+:1]([C:4]1[CH:13]=[CH:12][C:7](/[CH:8]=[CH:9]/[C:10]2[S:21][C:16]3[CH:17]=[CH:18][CH:19]=[CH:20][C:15]=3[N:14]=2)=[CH:6][CH:5]=1)([O-:3])=[O:2]. The yield is 0.851. (3) The reactants are O=[C:2]1[C:11]([C:12]#[N:13])=[CH:10][C:9]2[CH2:8][CH2:7][CH2:6][CH2:5][C:4]=2[NH:3]1.P(Cl)(Cl)([Cl:16])=O. No catalyst specified. The product is [Cl:16][C:2]1[C:11]([C:12]#[N:13])=[CH:10][C:9]2[CH2:8][CH2:7][CH2:6][CH2:5][C:4]=2[N:3]=1. The yield is 0.750. (4) The reactants are Cl.[CH3:2][N:3]([CH3:24])[CH:4]1[CH2:9][CH2:8][N:7]([C:10]([C:12]2[CH:13]=[C:14]3[C:18](=[CH:19][CH:20]=2)[NH:17][C:16]([C:21]([OH:23])=O)=[CH:15]3)=[O:11])[CH2:6][CH2:5]1.[F:25][B-](F)(F)F.N1(OC(N(C)C)=[N+](C)C)C2C=CC=CC=2N=N1.[F:47][C:48]1C=CC(N)=CC=1.C([N:58]([CH2:62][CH3:63])[CH:59]([CH3:61])C)(C)C. The catalyst is CN(C)C=O. The product is [F:25][C:48]1([F:47])[CH2:61][CH2:59][N:58]([C:21]([C:16]2[NH:17][C:18]3[C:14]([CH:15]=2)=[CH:13][C:12]([C:10]([N:7]2[CH2:8][CH2:9][CH:4]([N:3]([CH3:2])[CH3:24])[CH2:5][CH2:6]2)=[O:11])=[CH:20][CH:19]=3)=[O:23])[CH2:62][CH2:63]1. The yield is 0.720. (5) The reactants are [CH3:1][S:2]([CH2:5][C:6]#[N:7])(=[O:4])=[O:3].C(=O)([O-])[O-].[K+].[K+].[F:14][C:15]([F:30])([F:29])[C:16]1[CH:17]=[C:18]([N:26]=[C:27]=[S:28])[CH:19]=[C:20]([C:22]([F:25])([F:24])[F:23])[CH:21]=1.[CH3:31]I. The catalyst is CC(C)=O. The product is [F:23][C:22]([F:24])([F:25])[C:20]1[CH:19]=[C:18]([NH:26][C:27]([S:28][CH3:31])=[C:5]([S:2]([CH3:1])(=[O:4])=[O:3])[C:6]#[N:7])[CH:17]=[C:16]([C:15]([F:29])([F:14])[F:30])[CH:21]=1. The yield is 0.830.